From a dataset of Full USPTO retrosynthesis dataset with 1.9M reactions from patents (1976-2016). Predict the reactants needed to synthesize the given product. (1) Given the product [OH:21][NH:8][C:9]1([CH2:18][CH:19]=[CH2:20])[C:10](=[O:17])[NH:11][C:12](=[O:16])[NH:13][C:14]1=[O:15], predict the reactants needed to synthesize it. The reactants are: C(OC([N:8]([OH:21])[C:9]1([CH2:18][CH:19]=[CH2:20])[C:14](=[O:15])[NH:13][C:12](=[O:16])[NH:11][C:10]1=[O:17])=O)(C)(C)C. (2) Given the product [O:40]1[CH2:39][CH2:41][N:42]=[C:27]1[C:22]1[C:21]2[C:20]3[C:19](=[C:32]([CH3:33])[O:31][N:30]=3)[C:18](=[O:34])[N:17]([CH:13]3[CH2:14][CH2:15][CH2:16][CH:11]([CH2:10][NH:9][C:1](=[O:8])[C:2]4[CH:7]=[CH:6][CH:5]=[CH:4][CH:3]=4)[CH2:12]3)[C:26]=2[CH:25]=[CH:24][CH:23]=1, predict the reactants needed to synthesize it. The reactants are: [C:1]([NH:9][CH2:10][CH:11]1[CH2:16][CH2:15][CH2:14][CH:13]([N:17]2[C:26]3[CH:25]=[CH:24][CH:23]=[C:22]([C:27](O)=O)[C:21]=3[C:20]3=[N:30][O:31][C:32]([CH3:33])=[C:19]3[C:18]2=[O:34])[CH2:12]1)(=[O:8])[C:2]1[CH:7]=[CH:6][CH:5]=[CH:4][CH:3]=1.S(Cl)(Cl)=O.[CH2:39]([CH2:41][NH2:42])[OH:40]. (3) Given the product [F:1][CH:2]1[CH2:7][N:6]([C:8](=[O:10])[CH2:51][OH:52])[CH2:5][C:4]([CH3:15])([CH3:16])[CH:3]1[O:17][C:19]1[CH:26]=[CH:25][C:24]([C:27]2[N:32]=[C:31]([NH:33][C:34]3[CH:39]=[CH:38][C:37]([N:40]4[CH2:45][CH2:44][N:43]([CH:46]5[CH2:49][O:48][CH2:47]5)[CH2:42][CH2:41]4)=[CH:36][CH:35]=3)[N:30]=[CH:29][N:28]=2)=[CH:23][C:20]=1[C:21]#[N:22], predict the reactants needed to synthesize it. The reactants are: [F:1][CH:2]1[CH2:7][N:6]([C:8]([O:10]C(C)(C)C)=O)[CH2:5][C:4]([CH3:16])([CH3:15])[CH:3]1[OH:17].F[C:19]1[CH:26]=[CH:25][C:24]([C:27]2[N:32]=[C:31]([NH:33][C:34]3[CH:39]=[CH:38][C:37]([N:40]4[CH2:45][CH2:44][N:43]([CH:46]5[CH2:49][O:48][CH2:47]5)[CH2:42][CH2:41]4)=[CH:36][CH:35]=3)[N:30]=[CH:29][N:28]=2)=[CH:23][C:20]=1[C:21]#[N:22].C(O)(=O)[CH2:51][OH:52]. (4) Given the product [CH2:16]([O:15][C@H:3]1[C@@H:2]([NH:1][C:28]([C:24]2[NH:23][CH:27]=[CH:26][N:25]=2)=[O:29])[CH2:7][CH2:6][N:5]([C:8]([O:10][C:11]([CH3:14])([CH3:13])[CH3:12])=[O:9])[CH2:4]1)[C:17]1[CH:18]=[CH:19][CH:20]=[CH:21][CH:22]=1, predict the reactants needed to synthesize it. The reactants are: [NH2:1][C@H:2]1[CH2:7][CH2:6][N:5]([C:8]([O:10][C:11]([CH3:14])([CH3:13])[CH3:12])=[O:9])[CH2:4][C@H:3]1[O:15][CH2:16][C:17]1[CH:22]=[CH:21][CH:20]=[CH:19][CH:18]=1.[NH:23]1[CH:27]=[CH:26][N:25]=[C:24]1[C:28](O)=[O:29].CCN=C=NCCCN(C)C. (5) Given the product [Br:25][C:10]1[N:9]=[C:8]([C:11]2([OH:24])[CH2:16][CH2:15][CH2:14][N:13]([C:17]([O:19][C:20]([CH3:21])([CH3:23])[CH3:22])=[O:18])[CH2:12]2)[N:4]2[CH:5]=[CH:6][N:7]=[C:2]([Cl:1])[C:3]=12, predict the reactants needed to synthesize it. The reactants are: [Cl:1][C:2]1[C:3]2[N:4]([C:8]([C:11]3([OH:24])[CH2:16][CH2:15][CH2:14][N:13]([C:17]([O:19][C:20]([CH3:23])([CH3:22])[CH3:21])=[O:18])[CH2:12]3)=[N:9][CH:10]=2)[CH:5]=[CH:6][N:7]=1.[Br:25]N1C(=O)CCC1=O. (6) Given the product [C:28]([C:2]1[CH:17]=[CH:16][C:5]([CH2:6][CH2:7][NH:8][C:9](=[O:15])[O:10][C:11]([CH3:14])([CH3:13])[CH3:12])=[CH:4][C:3]=1[O:18][C:19]([F:22])([F:21])[F:20])#[N:29], predict the reactants needed to synthesize it. The reactants are: Br[C:2]1[CH:17]=[CH:16][C:5]([CH2:6][CH2:7][NH:8][C:9](=[O:15])[O:10][C:11]([CH3:14])([CH3:13])[CH3:12])=[CH:4][C:3]=1[O:18][C:19]([F:22])([F:21])[F:20].C(=O)([O-])O.[Na+].[CH3:28][N:29](C=O)C. (7) Given the product [Cl:1][C:2]1[CH:7]=[CH:6][C:5]([NH:8][C:9]([N:14]([CH3:13])[O:15][CH2:16][C:17]([OH:19])=[O:18])=[S:10])=[C:4]([CH3:11])[CH:3]=1, predict the reactants needed to synthesize it. The reactants are: [Cl:1][C:2]1[CH:7]=[CH:6][C:5]([N:8]=[C:9]=[S:10])=[C:4]([CH3:11])[CH:3]=1.Cl.[CH3:13][NH:14][O:15][CH2:16][C:17]([OH:19])=[O:18].C(N(CC)CC)C. (8) Given the product [CH3:9][O:10][C:11](=[O:24])[CH:12]([NH:16][C:17]([O:19][C:20]([CH3:23])([CH3:22])[CH3:21])=[O:18])[CH2:13][CH2:14][N:26]1[N:3]=[CH:4][CH:5]=[N:6]1, predict the reactants needed to synthesize it. The reactants are: ClC1[NH:3][CH:4]=[CH:5][N:6]=1.[H-].[Na+].[CH3:9][O:10][C:11](=[O:24])[CH:12]([NH:16][C:17]([O:19][C:20]([CH3:23])([CH3:22])[CH3:21])=[O:18])[CH2:13][CH2:14]Br.C[N:26](C=O)C. (9) Given the product [CH2:1]([O:8][C:9]([NH:11][CH:12]([CH:17]1[CH2:20][O:19][CH2:18]1)[C:13]([O:15][CH3:16])=[O:14])=[O:10])[C:2]1[CH:3]=[CH:4][CH:5]=[CH:6][CH:7]=1, predict the reactants needed to synthesize it. The reactants are: [CH2:1]([O:8][C:9]([NH:11][C:12](=[C:17]1[CH2:20][O:19][CH2:18]1)[C:13]([O:15][CH3:16])=[O:14])=[O:10])[C:2]1[CH:7]=[CH:6][CH:5]=[CH:4][CH:3]=1.C(N(CC)CC)C. (10) Given the product [Br:8][C:4]1[CH:3]=[C:2]([C:15]2([OH:14])[CH2:20][CH2:19][C:18]([C:23]3[CH:24]=[CH:25][CH:26]=[CH:27][CH:28]=3)([C:21]#[N:22])[CH2:17][CH2:16]2)[CH:7]=[CH:6][CH:5]=1, predict the reactants needed to synthesize it. The reactants are: Br[C:2]1[CH:7]=[CH:6][CH:5]=[C:4]([Br:8])[CH:3]=1.C([Li])CCC.[O:14]=[C:15]1[CH2:20][CH2:19][C:18]([C:23]2[CH:28]=[CH:27][CH:26]=[CH:25][CH:24]=2)([C:21]#[N:22])[CH2:17][CH2:16]1.S([O-])(O)(=O)=O.[Na+].